Dataset: Forward reaction prediction with 1.9M reactions from USPTO patents (1976-2016). Task: Predict the product of the given reaction. (1) Given the reactants [NH2:1][C:2]1[CH:3]=[C:4]([CH:23]=[CH:24][CH:25]=1)[O:5][C:6]1[CH:20]=[CH:19][C:9]2[N:10]=[C:11]([NH:13][C:14]([CH:16]3[CH2:18][CH2:17]3)=[O:15])[S:12][C:8]=2[C:7]=1[C:21]#[N:22].[N:26]([C:29]1[CH:34]=[CH:33][C:32]([C:35]([F:38])([F:37])[F:36])=[CH:31][CH:30]=1)=[C:27]=[O:28], predict the reaction product. The product is: [C:21]([C:7]1[C:8]2[S:12][C:11]([NH:13][C:14]([CH:16]3[CH2:18][CH2:17]3)=[O:15])=[N:10][C:9]=2[CH:19]=[CH:20][C:6]=1[O:5][C:4]1[CH:23]=[CH:24][CH:25]=[C:2]([NH:1][C:27](=[O:28])[NH:26][C:29]2[CH:34]=[CH:33][C:32]([C:35]([F:36])([F:38])[F:37])=[CH:31][CH:30]=2)[CH:3]=1)#[N:22]. (2) Given the reactants [NH:1]1[C:9]2[C:4](=[CH:5][CH:6]=[CH:7][C:8]=2[C:10]([OH:12])=O)[CH:3]=[CH:2]1.CN(C(ON1N=NC2C=CC=CC1=2)=[N+](C)C)C.[B-](F)(F)(F)F.C(N(CC)C(C)C)(C)C.[CH2:44]([NH:48][CH2:49][C:50]1[CH:55]=[CH:54][C:53]([C:56]([CH3:59])([CH3:58])[CH3:57])=[CH:52][CH:51]=1)[CH2:45][CH2:46][CH3:47], predict the reaction product. The product is: [CH2:44]([N:48]([CH2:49][C:50]1[CH:55]=[CH:54][C:53]([C:56]([CH3:57])([CH3:59])[CH3:58])=[CH:52][CH:51]=1)[C:10]([C:8]1[CH:7]=[CH:6][CH:5]=[C:4]2[C:9]=1[NH:1][CH:2]=[CH:3]2)=[O:12])[CH2:45][CH2:46][CH3:47].